Dataset: NCI-60 drug combinations with 297,098 pairs across 59 cell lines. Task: Regression. Given two drug SMILES strings and cell line genomic features, predict the synergy score measuring deviation from expected non-interaction effect. (1) Cell line: MALME-3M. Drug 2: CC12CCC3C(C1CCC2OP(=O)(O)O)CCC4=C3C=CC(=C4)OC(=O)N(CCCl)CCCl.[Na+]. Drug 1: CN1C2=C(C=C(C=C2)N(CCCl)CCCl)N=C1CCCC(=O)O.Cl. Synergy scores: CSS=9.43, Synergy_ZIP=-0.180, Synergy_Bliss=3.21, Synergy_Loewe=0.105, Synergy_HSA=0.279. (2) Drug 1: CC1C(C(CC(O1)OC2CC(CC3=C2C(=C4C(=C3O)C(=O)C5=C(C4=O)C(=CC=C5)OC)O)(C(=O)CO)O)N)O.Cl. Drug 2: CCN(CC)CCCC(C)NC1=C2C=C(C=CC2=NC3=C1C=CC(=C3)Cl)OC. Cell line: KM12. Synergy scores: CSS=23.9, Synergy_ZIP=-1.79, Synergy_Bliss=1.49, Synergy_Loewe=2.84, Synergy_HSA=1.41. (3) Cell line: MDA-MB-435. Drug 1: CC12CCC3C(C1CCC2=O)CC(=C)C4=CC(=O)C=CC34C. Drug 2: C1=NC(=NC(=O)N1C2C(C(C(O2)CO)O)O)N. Synergy scores: CSS=40.2, Synergy_ZIP=3.64, Synergy_Bliss=2.15, Synergy_Loewe=-0.422, Synergy_HSA=-0.862. (4) Drug 1: C1CNP(=O)(OC1)N(CCCl)CCCl. Drug 2: CC1CCCC2(C(O2)CC(NC(=O)CC(C(C(=O)C(C1O)C)(C)C)O)C(=CC3=CSC(=N3)C)C)C. Cell line: MDA-MB-435. Synergy scores: CSS=28.3, Synergy_ZIP=-1.58, Synergy_Bliss=-4.35, Synergy_Loewe=-13.4, Synergy_HSA=-0.706. (5) Drug 1: C1=NC(=NC(=O)N1C2C(C(C(O2)CO)O)O)N. Drug 2: CS(=O)(=O)OCCCCOS(=O)(=O)C. Cell line: NCI-H226. Synergy scores: CSS=32.7, Synergy_ZIP=-5.49, Synergy_Bliss=-0.653, Synergy_Loewe=-54.3, Synergy_HSA=-2.96.